From a dataset of Full USPTO retrosynthesis dataset with 1.9M reactions from patents (1976-2016). Predict the reactants needed to synthesize the given product. (1) Given the product [F:1][C:2]1[CH:3]=[CH:4][C:5]([NH:18][C:19]([C:21]2[CH:26]=[CH:25][C:24]([S:29][CH3:28])=[CH:23][N:22]=2)=[O:20])=[C:6]([CH:17]=1)[C:7]([NH:9][C:10]1[CH:15]=[CH:14][C:13]([Cl:16])=[CH:12][N:11]=1)=[O:8], predict the reactants needed to synthesize it. The reactants are: [F:1][C:2]1[CH:3]=[CH:4][C:5]([NH:18][C:19]([C:21]2[CH:26]=[CH:25][C:24](F)=[CH:23][N:22]=2)=[O:20])=[C:6]([CH:17]=1)[C:7]([NH:9][C:10]1[CH:15]=[CH:14][C:13]([Cl:16])=[CH:12][N:11]=1)=[O:8].[CH3:28][S:29](C)=O.C[S-].[Na+]. (2) Given the product [C:38]([O:37][C:36]([NH:35][CH2:34][CH2:33][N:4]1[CH2:5][CH2:6][N:1]([C:7]([O:9][CH2:10][C:11]2[CH:16]=[C:15]([Cl:17])[CH:14]=[C:13]([Cl:18])[CH:12]=2)=[O:8])[CH2:2][CH2:3]1)=[O:42])([CH3:41])([CH3:40])[CH3:39], predict the reactants needed to synthesize it. The reactants are: [N:1]1([C:7]([O:9][CH2:10][C:11]2[CH:16]=[C:15]([Cl:17])[CH:14]=[C:13]([Cl:18])[CH:12]=2)=[O:8])[CH2:6][CH2:5][NH:4][CH2:3][CH2:2]1.C(=O)([O-])[O-].[K+].[K+].C(N(CC)CC)C.Br[CH2:33][CH2:34][NH:35][C:36](=[O:42])[O:37][C:38]([CH3:41])([CH3:40])[CH3:39]. (3) Given the product [NH2:1][C:2]1[CH:7]=[CH:6][C:5]([Br:8])=[CH:4][C:3]=1[CH:9]=[O:10], predict the reactants needed to synthesize it. The reactants are: [NH2:1][C:2]1[CH:7]=[CH:6][C:5]([Br:8])=[CH:4][C:3]=1[CH2:9][OH:10]. (4) Given the product [CH2:13]([O:12][C:10]([C:2]1[N:1]([CH2:16][C:17]2[C:26]3[C:21](=[CH:22][CH:23]=[CH:24][C:25]=3[CH3:27])[CH:20]=[CH:19][CH:18]=2)[C:9]2[C:4]([CH:3]=1)=[CH:5][CH:6]=[CH:7][CH:8]=2)=[O:11])[CH3:14], predict the reactants needed to synthesize it. The reactants are: [NH:1]1[C:9]2[C:4](=[CH:5][CH:6]=[CH:7][CH:8]=2)[CH:3]=[C:2]1[C:10]([O:12][CH2:13][CH3:14])=[O:11].Br[CH2:16][C:17]1[C:26]2[C:21](=[CH:22][CH:23]=[CH:24][C:25]=2[CH3:27])[CH:20]=[CH:19][CH:18]=1. (5) Given the product [N+:16]([CH:19]=[CH:10][C:9]1[CH:8]=[C:7]([OH:6])[C:14]([OH:15])=[CH:13][CH:12]=1)([O-:18])=[O:17], predict the reactants needed to synthesize it. The reactants are: C([O-])(=O)C.[NH4+].[OH:6][C:7]1[CH:8]=[C:9]([CH:12]=[CH:13][C:14]=1[OH:15])[CH:10]=O.[N+:16]([CH3:19])([O-:18])=[O:17]. (6) Given the product [O:2]1[C:6]2[CH:7]=[CH:8][CH:9]=[CH:10][C:5]=2[C:4]([CH2:11][CH2:12][N:13]2[CH2:14][CH2:15][CH:16]([NH2:19])[CH2:17][CH2:18]2)=[CH:3]1, predict the reactants needed to synthesize it. The reactants are: Cl.[O:2]1[C:6]2[CH:7]=[CH:8][CH:9]=[CH:10][C:5]=2[C:4]([CH2:11][CH2:12][N:13]2[CH2:18][CH2:17][CH:16]([NH:19]C(=O)OC(C)(C)C)[CH2:15][CH2:14]2)=[CH:3]1.